From a dataset of Forward reaction prediction with 1.9M reactions from USPTO patents (1976-2016). Predict the product of the given reaction. Given the reactants [C:1]([N:8]1[C@H:12]([CH:13]([CH3:15])[CH3:14])[CH2:11][O:10][C:9]1=[O:16])(=[O:7])[CH2:2][CH2:3][CH2:4][CH:5]=[CH2:6].C(N(C(C)C)CC)(C)C.Cl[CH2:27][O:28][CH2:29][C:30]1[CH:35]=[CH:34][CH:33]=[CH:32][CH:31]=1, predict the reaction product. The product is: [CH2:29]([O:28][CH2:27][C@H:2]([CH2:3][CH2:4][CH:5]=[CH2:6])[C:1]([N:8]1[C@H:12]([CH:13]([CH3:14])[CH3:15])[CH2:11][O:10][C:9]1=[O:16])=[O:7])[C:30]1[CH:35]=[CH:34][CH:33]=[CH:32][CH:31]=1.